Dataset: Forward reaction prediction with 1.9M reactions from USPTO patents (1976-2016). Task: Predict the product of the given reaction. (1) Given the reactants [NH2:1][C:2]1[CH:9]=[CH:8][CH:7]=[C:6]([O:10][CH:11]2[CH2:16][CH2:15][CH2:14][CH2:13][CH:12]2[O:17][CH3:18])[C:3]=1[C:4]#[N:5].O=[C:20]([CH3:27])[CH2:21][C:22]([O:24][CH2:25][CH3:26])=[O:23], predict the reaction product. The product is: [NH2:5][C:4]1[C:3]2[C:2](=[CH:9][CH:8]=[CH:7][C:6]=2[O:10][CH:11]2[CH2:16][CH2:15][CH2:14][CH2:13][CH:12]2[O:17][CH3:18])[N:1]=[C:20]([CH3:27])[C:21]=1[C:22]([O:24][CH2:25][CH3:26])=[O:23]. (2) Given the reactants CC(S(C1C=CC=C(C(F)(F)F)C=1)(=O)=O)(C)C[N:4]1[C:12](=[O:13])[C:11]2[C:6](=[N:7][C:8]([C:14]([F:17])([F:16])[F:15])=[CH:9][CH:10]=2)[CH2:5]1.[CH3:32][C:33]([S:38]([C:41]1[CH:46]=[CH:45][CH:44]=[C:43]([C:47]([F:50])([F:49])[F:48])[CH:42]=1)(=[O:40])=[O:39])([CH3:37])[CH2:34][CH2:35]N, predict the reaction product. The product is: [CH3:37][C:33]([S:38]([C:41]1[CH:46]=[CH:45][CH:44]=[C:43]([C:47]([F:48])([F:50])[F:49])[CH:42]=1)(=[O:39])=[O:40])([CH3:32])[CH2:34][CH2:35][N:4]1[C:12](=[O:13])[C:11]2[C:6](=[N:7][C:8]([C:14]([F:17])([F:15])[F:16])=[CH:9][CH:10]=2)[CH2:5]1. (3) Given the reactants [O:1]=[C:2]([CH3:6])[CH2:3][C:4]#[N:5].[CH2:7]([O:9][CH:10](OCC)OCC)[CH3:8].C(OC(=O)C)(=O)C, predict the reaction product. The product is: [C:2]([C:3](=[CH:10][O:9][CH2:7][CH3:8])[C:4]#[N:5])(=[O:1])[CH3:6]. (4) Given the reactants CC1(C)[O:6][C@@H:5]([CH2:7][O:8][C:9]2[CH:14]=[CH:13][C:12]([N:15]3[C:19]([CH3:21])([CH3:20])[C:18](=[O:22])[N:17]([C:23]4[CH:30]=[CH:29][C:26]([C:27]#[N:28])=[C:25]([C:31]([F:34])([F:33])[F:32])[CH:24]=4)[C:16]3=[S:35])=[CH:11][CH:10]=2)[CH2:4][O:3]1.O, predict the reaction product. The product is: [OH:6][C@H:5]([CH2:4][OH:3])[CH2:7][O:8][C:9]1[CH:14]=[CH:13][C:12]([N:15]2[C:19]([CH3:21])([CH3:20])[C:18](=[O:22])[N:17]([C:23]3[CH:30]=[CH:29][C:26]([C:27]#[N:28])=[C:25]([C:31]([F:34])([F:32])[F:33])[CH:24]=3)[C:16]2=[S:35])=[CH:11][CH:10]=1.